From a dataset of Forward reaction prediction with 1.9M reactions from USPTO patents (1976-2016). Predict the product of the given reaction. (1) The product is: [CH:34]1([CH2:33][CH:32]([N:4]2[C:3](=[O:15])[CH:2]=[C:7]([O:28][C:23]3[CH:24]=[CH:25][CH:26]=[CH:27][C:22]=3[N:16]3[CH2:17][CH2:18][O:19][CH2:20][CH2:21]3)[CH:6]=[N:5]2)[C:31]([OH:30])=[O:40])[CH2:38][CH2:37][CH2:36][CH2:35]1. Given the reactants Cl[C:2]1[C:3](=[O:15])[N:4](C2CCCCO2)[N:5]=[CH:6][C:7]=1Cl.[N:16]1([C:22]2[CH:27]=[CH:26][CH:25]=[CH:24][C:23]=2[OH:28])[CH2:21][CH2:20][O:19][CH2:18][CH2:17]1.C[O:30][C:31](=[O:40])[CH:32](Br)[CH2:33][CH:34]1[CH2:38][CH2:37][CH2:36][CH2:35]1, predict the reaction product. (2) Given the reactants C[Si]([N-][Si](C)(C)C)(C)C.[Li+].[CH2:11](P(=O)(OCC)OCC)[CH:12]=[CH:13][C:14]1[CH:19]=[CH:18][CH:17]=[CH:16][CH:15]=1.[C:28]([N:35]1[CH2:40][CH2:39][C:38](=O)[CH2:37][CH2:36]1)([O:30][C:31]([CH3:34])([CH3:33])[CH3:32])=[O:29], predict the reaction product. The product is: [C:14]1(/[CH:13]=[CH:12]/[CH:11]=[C:38]2[CH2:39][CH2:40][N:35]([C:28]([O:30][C:31]([CH3:34])([CH3:33])[CH3:32])=[O:29])[CH2:36][CH2:37]2)[CH:15]=[CH:16][CH:17]=[CH:18][CH:19]=1. (3) Given the reactants [CH3:1][N:2]1[C:10]2[CH:9]=[C:8]([CH3:11])[N:7]=[C:6]([CH3:12])[C:5]=2[C:4](=[O:13])[N:3]1[CH3:14].C1C(=O)N([Br:22])C(=O)C1.OS(O)(=O)=O.[OH-].[Na+], predict the reaction product. The product is: [Br:22][C:9]1[C:10]2[N:2]([CH3:1])[N:3]([CH3:14])[C:4](=[O:13])[C:5]=2[C:6]([CH3:12])=[N:7][C:8]=1[CH3:11]. (4) Given the reactants [CH3:13][C:12]([O:11][C:9](O[C:9]([O:11][C:12]([CH3:15])([CH3:14])[CH3:13])=[O:10])=[O:10])([CH3:15])[CH3:14].[CH2:16]([NH:18][CH2:19][CH2:20][OH:21])[CH3:17], predict the reaction product. The product is: [C:12]([O:11][C:9](=[O:10])[N:18]([CH2:16][CH3:17])[CH2:19][CH2:20][OH:21])([CH3:13])([CH3:14])[CH3:15]. (5) Given the reactants [N+:1]([C:4]1[CH:5]=[N:6][CH:7]=[CH:8][C:9]=1[C:10]1[O:15][C@H:14]([CH2:16][OH:17])[C@@H:13]([O:18][Si:19]([CH:26]([CH3:28])[CH3:27])([CH:23]([CH3:25])[CH3:24])[CH:20]([CH3:22])[CH3:21])[C@H:12]([O:29][Si:30]([CH:37]([CH3:39])[CH3:38])([CH:34]([CH3:36])[CH3:35])[CH:31]([CH3:33])[CH3:32])[CH:11]=1)([O-:3])=[O:2].CC(OI1(OC(C)=O)(OC(C)=O)OC(=O)C2C=CC=CC1=2)=O, predict the reaction product. The product is: [N+:1]([C:4]1[CH:5]=[N:6][CH:7]=[CH:8][C:9]=1[C:10]1[O:15][C@H:14]([CH:16]=[O:17])[C@@H:13]([O:18][Si:19]([CH:26]([CH3:27])[CH3:28])([CH:20]([CH3:21])[CH3:22])[CH:23]([CH3:24])[CH3:25])[C@H:12]([O:29][Si:30]([CH:31]([CH3:33])[CH3:32])([CH:34]([CH3:36])[CH3:35])[CH:37]([CH3:39])[CH3:38])[CH:11]=1)([O-:3])=[O:2]. (6) The product is: [CH2:9]1[CH2:7][O:6][CH:1]2[CH:26]([CH2:27][C:28]3[CH2:29][C@@H:30]([CH3:40])[C@@H:31]4[C@@H:22]([C:23]=3[CH2:24]2)[C@@H:21]([F:20])[CH2:38][C@@:36]2([CH3:37])[C@H:32]4[CH2:33][CH2:34][C@@H:35]2[OH:39])[O:41]1. Given the reactants [CH:1]([O:6][CH3:7])(OC)OC.O.[C:9]1(C)C=CC(S(O)(=O)=O)=CC=1.[F:20][C@H:21]1[CH2:38][C@@:36]2([CH3:37])[C@@H:32]([CH2:33][CH2:34][C@@H:35]2[OH:39])[C@H:31]2[C@H:22]1[C@@H:23]1[C:28]([CH2:29][C@H:30]2[CH3:40])=[CH:27][C:26](=[O:41])C[CH2:24]1.C(=O)([O-])[O-].[Na+].[Na+], predict the reaction product.